Dataset: Forward reaction prediction with 1.9M reactions from USPTO patents (1976-2016). Task: Predict the product of the given reaction. (1) Given the reactants [OH-].[Na+].[CH3:3]N(N=O)/C(/N)=N/[N+]([O-])=O.[C:13]([O:17][C:18]([NH:20][C@H:21]([C:31]([OH:33])=[O:32])[CH2:22][C:23]1[CH:28]=[CH:27][CH:26]=[C:25]([C:29]#[N:30])[CH:24]=1)=[O:19])([CH3:16])([CH3:15])[CH3:14].[N+](=C)=[N-], predict the reaction product. The product is: [CH3:3][O:32][C:31](=[O:33])[C@H:21]([CH2:22][C:23]1[CH:28]=[CH:27][CH:26]=[C:25]([C:29]#[N:30])[CH:24]=1)[NH:20][C:18]([O:17][C:13]([CH3:16])([CH3:14])[CH3:15])=[O:19]. (2) Given the reactants Br[C:2]1[CH:33]=[CH:32][C:5]([CH2:6][N:7]([C:21]2[C:26]([Cl:27])=[CH:25][C:24]([C:28]([F:31])([F:30])[F:29])=[CH:23][N:22]=2)[S:8]([C:11]2[CH:20]=[CH:19][C:14]([C:15]([O:17]C)=[O:16])=[CH:13][CH:12]=2)(=[O:10])=[O:9])=[CH:4][CH:3]=1.[O:34]1[CH:38]=[CH:37][CH:36]=[C:35]1B(O)O, predict the reaction product. The product is: [Cl:27][C:26]1[C:21]([N:7]([CH2:6][C:5]2[CH:4]=[CH:3][C:2]([C:35]3[O:34][CH:38]=[CH:37][CH:36]=3)=[CH:33][CH:32]=2)[S:8]([C:11]2[CH:12]=[CH:13][C:14]([C:15]([OH:17])=[O:16])=[CH:19][CH:20]=2)(=[O:10])=[O:9])=[N:22][CH:23]=[C:24]([C:28]([F:31])([F:30])[F:29])[CH:25]=1. (3) Given the reactants [CH3:1][C:2]1[CH:31]=[CH:30][C:5]([O:6][C:7]2[CH:12]=[CH:11][C:10]([N:13]([CH2:18][C@H:19]([NH:24][C:25]([CH:27]([CH3:29])[CH3:28])=[O:26])[C:20](OC)=[O:21])[S:14]([CH3:17])(=[O:16])=[O:15])=[CH:9][CH:8]=2)=[CH:4][CH:3]=1.Cl.[NH2:33][OH:34].C[O-].[Na+].Cl, predict the reaction product. The product is: [CH3:1][C:2]1[CH:31]=[CH:30][C:5]([O:6][C:7]2[CH:12]=[CH:11][C:10]([N:13]([CH2:18][C@H:19]([NH:24][C:25]([CH:27]([CH3:29])[CH3:28])=[O:26])[C:20]([NH:33][OH:34])=[O:21])[S:14]([CH3:17])(=[O:16])=[O:15])=[CH:9][CH:8]=2)=[CH:4][CH:3]=1. (4) Given the reactants [Br-].C([P+](CCCC)(CCCC)[CH2:7][C:8]1[C:9]([C:23]2[CH:28]=[CH:27][C:26]([F:29])=[CH:25][CH:24]=2)=[N:10][C:11]([N:17]([CH3:22])[S:18]([CH3:21])(=[O:20])=[O:19])=[N:12][C:13]=1[CH:14]([CH3:16])[CH3:15])CCC.[CH:38]([C@H:40]1[O:45][C:44]([CH3:47])([CH3:46])[O:43][C@@H:42]([CH2:48][C:49]([N:51]([O:53][CH3:54])[CH3:52])=[O:50])[CH2:41]1)=O.CN(C)C=O.C(=O)([O-])[O-], predict the reaction product. The product is: [CH3:22][N:17]([C:11]1[N:10]=[C:9]([C:23]2[CH:28]=[CH:27][C:26]([F:29])=[CH:25][CH:24]=2)[C:8](/[CH:7]=[CH:38]/[C@H:40]2[O:45][C:44]([CH3:46])([CH3:47])[O:43][C@@H:42]([CH2:48][C:49]([N:51]([O:53][CH3:54])[CH3:52])=[O:50])[CH2:41]2)=[C:13]([CH:14]([CH3:16])[CH3:15])[N:12]=1)[S:18]([CH3:21])(=[O:20])=[O:19]. (5) Given the reactants [ClH:1].[NH2:2][C:3]1[N:8]=[CH:7][C:6](/[CH:9]=[CH:10]/[C:11]([OH:13])=O)=[CH:5][C:4]=1[CH2:14][N:15]1[CH2:20][CH2:19][N:18]([CH3:21])[CH2:17][CH2:16]1.Cl.CN1CC2C=C(/C=C/C(O)=O)C=NC=2NC(=O)C1.[CH3:41][NH:42][CH2:43][C:44]1[C:53]2[C:48](=[CH:49][CH:50]=[CH:51][CH:52]=2)[C:47]([CH3:54])=[CH:46][CH:45]=1.CNCC1C=CC2C(=CC=CC=2)C=1CCC, predict the reaction product. The product is: [ClH:1].[NH2:2][C:3]1[N:8]=[CH:7][C:6](/[CH:9]=[CH:10]/[C:11]([N:42]([CH3:41])[CH2:43][C:44]2[C:53]3[C:48](=[CH:49][CH:50]=[CH:51][CH:52]=3)[C:47]([CH3:54])=[CH:46][CH:45]=2)=[O:13])=[CH:5][C:4]=1[CH2:14][N:15]1[CH2:20][CH2:19][N:18]([CH3:21])[CH2:17][CH2:16]1. (6) Given the reactants [CH3:1][C:2]1[C:10]2[C:5](=[CH:6][CH:7]=[C:8]([C:11]([OH:13])=[O:12])[CH:9]=2)[NH:4][N:3]=1.[C:14](OC(=O)C)(=[O:16])[CH3:15], predict the reaction product. The product is: [C:14]([N:4]1[C:5]2[C:10](=[CH:9][C:8]([C:11]([OH:13])=[O:12])=[CH:7][CH:6]=2)[C:2]([CH3:1])=[N:3]1)(=[O:16])[CH3:15].